The task is: Predict the reaction yield, written as a fraction of the theoretical maximum amount of product (1.0 means a 100% yield; for example, 0.34 means a 34% yield).. This data is from Reaction yield outcomes from USPTO patents with 853,638 reactions. (1) The product is [C:3]1([N:9]2[CH2:14][CH2:13][N:12]([CH2:15][CH2:16][CH2:17][CH2:18][O:19][C:20]3[CH:29]=[CH:28][C:27]4[C:22](=[C:23]([OH:30])[CH:24]=[CH:25][CH:26]=4)[N:21]=3)[CH2:11][CH2:10]2)[C:2]2[C:7](=[CH:40][CH:31]=[CH:32][CH:33]=2)[CH:6]=[CH:5][CH:4]=1. The reactants are Cl[C:2]1[C:7](Cl)=[CH:6][CH:5]=[CH:4][C:3]=1[N:9]1[CH2:14][CH2:13][N:12]([CH2:15][CH2:16][CH2:17][CH2:18][O:19][C:20]2[CH:29]=[CH:28][C:27]3[C:22](=[C:23]([OH:30])[CH:24]=[CH:25][CH:26]=3)[N:21]=2)[CH2:11][CH2:10]1.[C:31]1(N2CCNCC2)[C:40]2[C:31](=[CH:32][CH:33]=CC=2)[CH:40]=[CH:33][CH:32]=1. The yield is 0.210. No catalyst specified. (2) The reactants are [CH:1]1([NH:4][C:5]([C:7]2[CH:8]=[C:9]([F:31])[C:10]([CH3:30])=[C:11]([C:13]3[C:14]([C:27](O)=[O:28])=[CH:15][C:16]([C:19]([NH:21][CH2:22][C:23]([CH3:26])([CH3:25])[CH3:24])=[O:20])=[CH:17][CH:18]=3)[CH:12]=2)=[O:6])[CH2:3][CH2:2]1.CN(C(ON1N=NC2C=CC=CC1=2)=[N+](C)C)C.F[P-](F)(F)(F)(F)F.CCN(CC)CC.[NH2:63][CH2:64][CH2:65][CH2:66][CH2:67][CH2:68][OH:69]. The catalyst is CN(C=O)C. The product is [CH:1]1([NH:4][C:5]([C:7]2[CH:12]=[C:11]([C:13]3[C:14]([C:27]([NH:63][CH2:64][CH2:65][CH2:66][CH2:67][CH2:68][OH:69])=[O:28])=[CH:15][C:16]([C:19]([NH:21][CH2:22][C:23]([CH3:26])([CH3:25])[CH3:24])=[O:20])=[CH:17][CH:18]=3)[C:10]([CH3:30])=[C:9]([F:31])[CH:8]=2)=[O:6])[CH2:3][CH2:2]1. The yield is 0.620. (3) The reactants are [O:1]=[C:2]1[NH:11][C:10]2[N:9]=[C:8]([O:12][CH2:13][CH2:14][CH2:15][CH:16]=O)[CH:7]=[CH:6][C:5]=2[CH:4]=[CH:3]1.[CH2:18]1[C:27]2[C:22](=[CH:23][CH:24]=[CH:25][CH:26]=2)[CH2:21][CH2:20][NH:19]1.C(O)(=O)C.C(O[BH-](OC(=O)C)OC(=O)C)(=O)C.[Na+]. The catalyst is ClCCl.O. The product is [CH2:18]1[C:27]2[C:22](=[CH:23][CH:24]=[CH:25][CH:26]=2)[CH2:21][CH2:20][N:19]1[CH2:16][CH2:15][CH2:14][CH2:13][O:12][C:8]1[N:9]=[C:10]2[C:5]([CH:4]=[CH:3][C:2](=[O:1])[NH:11]2)=[CH:6][CH:7]=1. The yield is 0.430. (4) The reactants are [NH2:1][C:2]1[CH:3]=[CH:4][C:5]([Cl:19])=[C:6]2[C:10]=1[N:9]([CH2:11][O:12][CH3:13])[C:8]([C:14]([O:16][CH2:17][CH3:18])=[O:15])=[CH:7]2.[S:20]1[CH:24]=[CH:23][CH:22]=[C:21]1[S:25](Cl)(=[O:27])=[O:26]. The catalyst is N1C=CC=CC=1. The product is [Cl:19][C:5]1[CH:4]=[CH:3][C:2]([NH:1][S:25]([C:21]2[S:20][CH:24]=[CH:23][CH:22]=2)(=[O:27])=[O:26])=[C:10]2[C:6]=1[CH:7]=[C:8]([C:14]([O:16][CH2:17][CH3:18])=[O:15])[N:9]2[CH2:11][O:12][CH3:13]. The yield is 0.830. (5) The reactants are [CH2:1]1COC23OCCOC2([C@]2(CC[C@H]4[C@@H]([C@H](C=O)CC5[C@]4(C)CCCC5)[C@@H]2C3)C)[O:2]1.C=[C:31]1[CH:48]2[C@:43]([CH3:50])([CH2:44][CH2:45][C:46](=[O:49])[CH2:47]2)[C@@H:42]2[C@H:33]([C@H:34]3[C@@:38]([CH2:40][CH2:41]2)([CH3:39])[C:37](=[O:51])[CH2:36][CH2:35]3)[CH2:32]1. No catalyst specified. The product is [CH:1]([C@@H:32]1[CH2:31][CH:48]2[C@:43]([CH3:50])([CH2:44][CH2:45][C:46](=[O:49])[CH2:47]2)[C@@H:42]2[C@@H:33]1[C@H:34]1[C@@:38]([CH2:40][CH2:41]2)([CH3:39])[C:37](=[O:51])[CH2:36][CH2:35]1)=[O:2]. The yield is 0.850. (6) The reactants are C(N(CC)CC)C.[CH:8]([C:10]1[C:18]2[C:13](=[CH:14][CH:15]=[CH:16][CH:17]=2)[N:12](C(OC(C)(C)C)=O)[CH:11]=1)=[O:9].[CH:26](=[N:33][C:34]1[CH:35]=[N:36][CH:37]=[C:38]([CH2:40][CH3:41])[CH:39]=1)[C:27]1[CH:32]=[CH:31][CH:30]=[CH:29][CH:28]=1. The catalyst is [Cl-].C([N+]1C(C)=C(CCO)SC=1)C1C=CC=CC=1.C(O)C. The product is [CH2:40]([C:38]1[CH:39]=[C:34]([NH:33][CH:26]([C:27]2[CH:32]=[CH:31][CH:30]=[CH:29][CH:28]=2)[C:8]([C:10]2[C:18]3[C:13](=[CH:14][CH:15]=[CH:16][CH:17]=3)[NH:12][CH:11]=2)=[O:9])[CH:35]=[N:36][CH:37]=1)[CH3:41]. The yield is 0.150.